This data is from Forward reaction prediction with 1.9M reactions from USPTO patents (1976-2016). The task is: Predict the product of the given reaction. The product is: [ClH:72].[CH3:1][O:2][C:3]1[CH:4]=[CH:5][C:6]([C@@H:9]([S:23][C:24]2[CH:29]=[CH:28][CH:27]=[CH:26][C:25]=2[O:30][CH3:31])[C@@H:10]2[O:15][CH2:14][CH2:13][NH:12][CH2:11]2)=[CH:7][CH:8]=1. Given the reactants [CH3:1][O:2][C:3]1[CH:8]=[CH:7][C:6]([C@@H:9]([S:23][C:24]2[CH:29]=[CH:28][CH:27]=[CH:26][C:25]=2[O:30][CH3:31])[C@@H:10]2[O:15][CH2:14][CH2:13][N:12](CC3C=CC=CC=3)[CH2:11]2)=[CH:5][CH:4]=1.[CH3:1][O:2][C:3]1[CH:4]=[CH:5][C:6]([C@H:9]([S:23][C:24]2[CH:29]=[CH:28][CH:27]=[CH:26][C:25]=2[O:30][CH3:31])[C@H:10]2[O:15][CH2:14][CH2:13][N:12](CC3C=CC=CC=3)[CH2:11]2)=[CH:7][CH:8]=1.CCN(C(C)C)C(C)C.[Cl:72]C(OC(Cl)C)=O, predict the reaction product.